From a dataset of Reaction yield outcomes from USPTO patents with 853,638 reactions. Predict the reaction yield, written as a fraction of the theoretical maximum amount of product (1.0 means a 100% yield; for example, 0.34 means a 34% yield). (1) The reactants are O[C:2]1[C:7]([CH2:8][CH2:9][C:10]([O:12][CH2:13][CH3:14])=[O:11])=[CH:6][N:5]=[C:4](/[CH:15]=[CH:16]/[C:17]2[CH:22]=[CH:21][CH:20]=[CH:19][CH:18]=2)[N:3]=1.O=P(Cl)(Cl)[Cl:25]. No catalyst specified. The product is [Cl:25][C:2]1[C:7]([CH2:8][CH2:9][C:10]([O:12][CH2:13][CH3:14])=[O:11])=[CH:6][N:5]=[C:4](/[CH:15]=[CH:16]/[C:17]2[CH:22]=[CH:21][CH:20]=[CH:19][CH:18]=2)[N:3]=1. The yield is 0.530. (2) The yield is 0.280. The product is [Cl:23][C:24]1[CH:31]=[CH:30][C:27]([CH:28]2[C:13](=[O:14])[C:12]3[C:38]([C:37]([O:41][CH2:42][CH3:43])=[O:40])=[CH:39][CH:18]=[CH:19][C:11]=3[NH:10][CH:9]2[C:8]2[CH:7]=[CH:6][C:5]([CH2:4][N:2]([CH3:3])[CH3:1])=[CH:22][CH:21]=2)=[CH:26][CH:25]=1. The reactants are [CH3:1][N:2]([CH2:4][C:5]1[CH:22]=[CH:21][C:8](/[CH:9]=[N:10]/[C:11]2[CH:19]=[CH:18]C=C3[C:12]=2[CH2:13][O:14]C3=O)=[CH:7][CH:6]=1)[CH3:3].[Cl:23][C:24]1[CH:31]=[CH:30][C:27]([CH:28]=O)=[CH:26][CH:25]=1.C[O-].[Na+].CO.[C:37]([O:41][CH2:42][CH3:43])(=[O:40])[CH2:38][CH3:39]. No catalyst specified. (3) The reactants are [H-].[Na+].[NH:3]1[C:7]2=[N:8][CH:9]=[CH:10][CH:11]=[C:6]2[CH:5]=[C:4]1[CH:12]=[O:13].Br[CH2:15][CH:16]1[CH2:18][CH2:17]1. The catalyst is CN(C)C=O.C(Cl)Cl. The product is [CH:16]1([CH2:15][N:3]2[C:7]3=[N:8][CH:9]=[CH:10][CH:11]=[C:6]3[CH:5]=[C:4]2[CH:12]=[O:13])[CH2:18][CH2:17]1. The yield is 0.734. (4) The reactants are Br[C:2]1[C:6](=[O:7])[C:5]([CH3:9])([CH3:8])[O:4][C:3]=1[C:10]1[CH:11]=[CH:12][C:13]([O:18][CH3:19])=[C:14]([CH:17]=1)[C:15]#[N:16].CC1(C)C(C)(C)OB([C:28]2[CH:45]=[CH:44][C:31]([O:32][CH2:33][C:34]3[CH:43]=[CH:42][C:41]4[C:36](=[CH:37][CH:38]=[CH:39][CH:40]=4)[N:35]=3)=[CH:30][CH:29]=2)O1.C([O-])([O-])=O.[Cs+].[Cs+]. The catalyst is C1(C)C=CC=CC=1.O.C1C=CC(P(C2C=CC=CC=2)[C-]2C=CC=C2)=CC=1.C1C=CC(P(C2C=CC=CC=2)[C-]2C=CC=C2)=CC=1.Cl[Pd]Cl.[Fe+2]. The product is [CH3:8][C:5]1([CH3:9])[O:4][C:3]([C:10]2[CH:11]=[CH:12][C:13]([O:18][CH3:19])=[C:14]([CH:17]=2)[C:15]#[N:16])=[C:2]([C:28]2[CH:29]=[CH:30][C:31]([O:32][CH2:33][C:34]3[CH:43]=[CH:42][C:41]4[C:36](=[CH:37][CH:38]=[CH:39][CH:40]=4)[N:35]=3)=[CH:44][CH:45]=2)[C:6]1=[O:7]. The yield is 0.580. (5) The reactants are [OH:1][CH2:2][C@H:3]([NH:14][C:15]([C:17]1[CH:18]=[C:19](I)[CH:20]=[C:21]2[C:26]=1[O:25][C:24]([CH3:28])([CH3:27])[CH:23]=[CH:22]2)=[O:16])[CH2:4][C:5]1[C:13]2[C:8](=[CH:9][CH:10]=[CH:11][CH:12]=2)[NH:7][CH:6]=1.[Cl:30][C:31]1[CH:32]=[C:33](B(O)O)[CH:34]=[CH:35][C:36]=1[C:37](=[O:40])[NH:38][CH3:39].C(=O)([O-])[O-].[Na+].[Na+]. The catalyst is C(O)C.C1(C)C=CC=CC=1.C1C=CC([P]([Pd]([P](C2C=CC=CC=2)(C2C=CC=CC=2)C2C=CC=CC=2)([P](C2C=CC=CC=2)(C2C=CC=CC=2)C2C=CC=CC=2)[P](C2C=CC=CC=2)(C2C=CC=CC=2)C2C=CC=CC=2)(C2C=CC=CC=2)C2C=CC=CC=2)=CC=1. The product is [OH:1][CH2:2][C@H:3]([NH:14][C:15]([C:17]1[CH:18]=[C:19]([C:33]2[CH:34]=[CH:35][C:36]([C:37](=[O:40])[NH:38][CH3:39])=[C:31]([Cl:30])[CH:32]=2)[CH:20]=[C:21]2[C:26]=1[O:25][C:24]([CH3:28])([CH3:27])[CH:23]=[CH:22]2)=[O:16])[CH2:4][C:5]1[C:13]2[C:8](=[CH:9][CH:10]=[CH:11][CH:12]=2)[NH:7][CH:6]=1. The yield is 0.490. (6) The reactants are [F:1][C:2]1[CH:7]=[CH:6][C:5]([C:8]2[S:18][C:11]3[N:12]=[C:13]([CH3:17])[NH:14][C:15](=O)[C:10]=3[CH:9]=2)=[CH:4][CH:3]=1.C(N(C(C)C)CC)(C)C.O=P(Cl)(Cl)[Cl:30]. No catalyst specified. The product is [Cl:30][C:15]1[C:10]2[CH:9]=[C:8]([C:5]3[CH:6]=[CH:7][C:2]([F:1])=[CH:3][CH:4]=3)[S:18][C:11]=2[N:12]=[C:13]([CH3:17])[N:14]=1. The yield is 0.0600. (7) The reactants are Cl[CH2:2][C:3]1[CH:8]=[CH:7][C:6]([C:9]2[S:17][C:16]3[C:11](=[N:12][CH:13]=[CH:14][C:15]=3[O:18][C:19]3[CH:24]=[CH:23][C:22]([N+:25]([O-:27])=[O:26])=[CH:21][C:20]=3[F:28])[CH:10]=2)=[CH:5][CH:4]=1.[CH3:29][NH:30][CH2:31][CH2:32][OH:33]. The catalyst is COCCOC. The product is [F:28][C:20]1[CH:21]=[C:22]([N+:25]([O-:27])=[O:26])[CH:23]=[CH:24][C:19]=1[O:18][C:15]1[CH:14]=[CH:13][N:12]=[C:11]2[CH:10]=[C:9]([C:6]3[CH:7]=[CH:8][C:3]([CH2:2][N:30]([CH3:29])[CH2:31][CH2:32][OH:33])=[CH:4][CH:5]=3)[S:17][C:16]=12. The yield is 0.450. (8) The reactants are Cl[C:2]1[CH:7]=[CH:6][CH:5]=[C:4]([Cl:8])[N:3]=1.[CH3:9][CH:10]([SH:12])[CH3:11]. No catalyst specified. The product is [Cl:8][C:4]1[CH:5]=[CH:6][CH:7]=[C:2]([S:12][CH:10]([CH3:11])[CH3:9])[N:3]=1. The yield is 0.950. (9) The reactants are [Cl:1][C:2]1[CH:7]=[CH:6][CH:5]=[C:4]([Cl:8])[C:3]=1[C:9]1[C:17]2[O:16][CH:15]([CH2:18]O)[CH2:14][C:13]=2[CH:12]=[C:11]([F:20])[CH:10]=1.C1(P(C2C=CC=CC=2)C2C=CC=CC=2)C=CC=CC=1.[N:40]([C:47](OCC)=O)=NC(OCC)=O.OC(C)(C)C#N. No catalyst specified. The product is [Cl:1][C:2]1[CH:7]=[CH:6][CH:5]=[C:4]([Cl:8])[C:3]=1[C:9]1[C:17]2[O:16][CH:15]([CH2:18][CH2:47][NH2:40])[CH2:14][C:13]=2[CH:12]=[C:11]([F:20])[CH:10]=1. The yield is 0.150.